Dataset: Forward reaction prediction with 1.9M reactions from USPTO patents (1976-2016). Task: Predict the product of the given reaction. (1) Given the reactants [Br:1][C:2]1[C:3]([N:21]=[CH:22][N:23](C)C)=[N:4][C:5]([N:8]2[CH2:13][CH2:12][N:11]([C:14]([O:16][C:17]([CH3:20])([CH3:19])[CH3:18])=[O:15])[CH2:10][CH2:9]2)=[N:6][CH:7]=1.Cl.N[OH:28], predict the reaction product. The product is: [Br:1][C:2]1[C:3]([N:21]=[CH:22][NH:23][OH:28])=[N:4][C:5]([N:8]2[CH2:13][CH2:12][N:11]([C:14]([O:16][C:17]([CH3:20])([CH3:19])[CH3:18])=[O:15])[CH2:10][CH2:9]2)=[N:6][CH:7]=1. (2) Given the reactants [CH3:1][C:2]1[CH:7]=[C:6]([CH3:8])[CH:5]=[CH:4][C:3]=1[N:9]([CH2:22][CH:23]([CH3:25])[CH3:24])[S:10]([C:13]1[CH:18]=[CH:17][C:16]([CH:19]=[CH2:20])=[C:15]([OH:21])[CH:14]=1)(=[O:12])=[O:11].ClC1C=C(C=CC=1)C(OO)=[O:31], predict the reaction product. The product is: [CH3:1][C:2]1[CH:7]=[C:6]([CH3:8])[CH:5]=[CH:4][C:3]=1[N:9]([CH2:22][CH:23]([CH3:25])[CH3:24])[S:10]([C:13]1[CH:18]=[CH:17][C:16]([CH:19]2[CH2:20][O:31]2)=[C:15]([OH:21])[CH:14]=1)(=[O:11])=[O:12]. (3) The product is: [Cl:29][C:26]1[CH:27]=[CH:28][C:23]([C:22]2[O:19][C:18]([C:16]3[CH:15]=[CH:14][C:12]4[N:13]=[C:9]([C:3]5[C:4]([Cl:8])=[CH:5][CH:6]=[CH:7][C:2]=5[Cl:1])[NH:10][C:11]=4[CH:17]=3)=[N:20][N:21]=2)=[CH:24][CH:25]=1. Given the reactants [Cl:1][C:2]1[CH:7]=[CH:6][CH:5]=[C:4]([Cl:8])[C:3]=1[C:9]1[NH:10][C:11]2[CH:17]=[C:16]([C:18]([NH:20][NH:21][C:22](=O)[C:23]3[CH:28]=[CH:27][C:26]([Cl:29])=[CH:25][CH:24]=3)=[O:19])[CH:15]=[CH:14][C:12]=2[N:13]=1.CC[N+](S(N=C(OC)[O-])(=O)=O)(CC)CC, predict the reaction product. (4) Given the reactants [C:1]([C:3]1[CH:8]=[CH:7][CH:6]=[CH:5][C:4]=1[CH:9]([CH3:14])[C:10]([O:12][CH3:13])=[O:11])#[CH:2].C(N(CC)CC)C.Cl[C:23]1[C:28]([C:29]([F:32])([F:31])[F:30])=[CH:27][N:26]=[C:25]([NH:33][C:34]2[CH:39]=[CH:38][C:37]([CH:40]3[CH2:45][CH2:44][N:43]([C:46]([O:48][C:49]([CH3:52])([CH3:51])[CH3:50])=[O:47])[CH2:42][CH2:41]3)=[CH:36][CH:35]=2)[N:24]=1.C1(P(C2C=CC=CC=2)C2C=CC=CC=2)C=CC=CC=1, predict the reaction product. The product is: [CH3:13][O:12][C:10](=[O:11])[CH:9]([C:4]1[CH:5]=[CH:6][CH:7]=[CH:8][C:3]=1[C:1]#[C:2][C:27]1[C:28]([C:29]([F:30])([F:31])[F:32])=[CH:23][N:24]=[C:25]([NH:33][C:34]2[CH:39]=[CH:38][C:37]([CH:40]3[CH2:41][CH2:42][N:43]([C:46]([O:48][C:49]([CH3:52])([CH3:51])[CH3:50])=[O:47])[CH2:44][CH2:45]3)=[CH:36][CH:35]=2)[N:26]=1)[CH3:14].